Dataset: TCR-epitope binding with 47,182 pairs between 192 epitopes and 23,139 TCRs. Task: Binary Classification. Given a T-cell receptor sequence (or CDR3 region) and an epitope sequence, predict whether binding occurs between them. (1) The epitope is KRWIILGLNK. The TCR CDR3 sequence is CASSLVGSYEQFF. Result: 1 (the TCR binds to the epitope). (2) The epitope is FPPTSFGPL. Result: 0 (the TCR does not bind to the epitope). The TCR CDR3 sequence is CASSFTLNTEAFF. (3) The epitope is LPPIVAKEI. The TCR CDR3 sequence is CASSEPGVYTGELFF. Result: 0 (the TCR does not bind to the epitope). (4) The epitope is SEPVLKGVKL. The TCR CDR3 sequence is CASSLGTEAFF. Result: 1 (the TCR binds to the epitope).